Task: Regression. Given two drug SMILES strings and cell line genomic features, predict the synergy score measuring deviation from expected non-interaction effect.. Dataset: NCI-60 drug combinations with 297,098 pairs across 59 cell lines (1) Drug 1: C1C(C(OC1N2C=C(C(=O)NC2=O)F)CO)O. Drug 2: CN(CCCl)CCCl.Cl. Cell line: MDA-MB-435. Synergy scores: CSS=2.75, Synergy_ZIP=1.06, Synergy_Bliss=3.84, Synergy_Loewe=-0.420, Synergy_HSA=0.405. (2) Drug 1: C1C(C(OC1N2C=C(C(=O)NC2=O)F)CO)O. Drug 2: CC(C)NC(=O)C1=CC=C(C=C1)CNNC.Cl. Cell line: T-47D. Synergy scores: CSS=0.0890, Synergy_ZIP=2.10, Synergy_Bliss=3.55, Synergy_Loewe=2.29, Synergy_HSA=1.00. (3) Drug 2: CCC1(CC2CC(C3=C(CCN(C2)C1)C4=CC=CC=C4N3)(C5=C(C=C6C(=C5)C78CCN9C7C(C=CC9)(C(C(C8N6C)(C(=O)OC)O)OC(=O)C)CC)OC)C(=O)OC)O.OS(=O)(=O)O. Drug 1: C1CC(C1)(C(=O)O)C(=O)O.[NH2-].[NH2-].[Pt+2]. Cell line: SF-295. Synergy scores: CSS=14.7, Synergy_ZIP=-4.95, Synergy_Bliss=-1.89, Synergy_Loewe=-5.78, Synergy_HSA=-3.50. (4) Drug 1: CCN(CC)CCNC(=O)C1=C(NC(=C1C)C=C2C3=C(C=CC(=C3)F)NC2=O)C. Drug 2: N.N.Cl[Pt+2]Cl. Cell line: A549. Synergy scores: CSS=48.2, Synergy_ZIP=0.977, Synergy_Bliss=0.146, Synergy_Loewe=-2.63, Synergy_HSA=1.22. (5) Drug 1: CC1=C2C(C(=O)C3(C(CC4C(C3C(C(C2(C)C)(CC1OC(=O)C(C(C5=CC=CC=C5)NC(=O)OC(C)(C)C)O)O)OC(=O)C6=CC=CC=C6)(CO4)OC(=O)C)OC)C)OC. Drug 2: CC1CCC2CC(C(=CC=CC=CC(CC(C(=O)C(C(C(=CC(C(=O)CC(OC(=O)C3CCCCN3C(=O)C(=O)C1(O2)O)C(C)CC4CCC(C(C4)OC)OCCO)C)C)O)OC)C)C)C)OC. Cell line: MDA-MB-435. Synergy scores: CSS=41.6, Synergy_ZIP=2.75, Synergy_Bliss=2.95, Synergy_Loewe=-5.23, Synergy_HSA=4.52. (6) Drug 1: CC1=C2C(C(=O)C3(C(CC4C(C3C(C(C2(C)C)(CC1OC(=O)C(C(C5=CC=CC=C5)NC(=O)C6=CC=CC=C6)O)O)OC(=O)C7=CC=CC=C7)(CO4)OC(=O)C)O)C)OC(=O)C. Drug 2: CCN(CC)CCNC(=O)C1=C(NC(=C1C)C=C2C3=C(C=CC(=C3)F)NC2=O)C. Cell line: UACC62. Synergy scores: CSS=51.1, Synergy_ZIP=-0.346, Synergy_Bliss=-0.132, Synergy_Loewe=0.316, Synergy_HSA=4.94. (7) Drug 1: C1CC(=O)NC(=O)C1N2CC3=C(C2=O)C=CC=C3N. Drug 2: CCC1=CC2CC(C3=C(CN(C2)C1)C4=CC=CC=C4N3)(C5=C(C=C6C(=C5)C78CCN9C7C(C=CC9)(C(C(C8N6C)(C(=O)OC)O)OC(=O)C)CC)OC)C(=O)OC.C(C(C(=O)O)O)(C(=O)O)O. Cell line: HCC-2998. Synergy scores: CSS=47.8, Synergy_ZIP=-1.39, Synergy_Bliss=-2.57, Synergy_Loewe=-56.1, Synergy_HSA=-2.81.